From a dataset of TCR-epitope binding with 47,182 pairs between 192 epitopes and 23,139 TCRs. Binary Classification. Given a T-cell receptor sequence (or CDR3 region) and an epitope sequence, predict whether binding occurs between them. The epitope is IIKDYGKQM. The TCR CDR3 sequence is CASRGTGVHEQYF. Result: 1 (the TCR binds to the epitope).